The task is: Predict which catalyst facilitates the given reaction.. This data is from Catalyst prediction with 721,799 reactions and 888 catalyst types from USPTO. (1) Reactant: Cl[CH2:2][C:3]([N:5]1[CH2:10][CH2:9][N:8]([C:11]([O:13][C:14]([CH3:17])([CH3:16])[CH3:15])=[O:12])[CH2:7][CH:6]1[C:18]([OH:31])([C:25]1[CH:30]=[CH:29][CH:28]=[CH:27][CH:26]=1)[C:19]1[CH:24]=[CH:23][CH:22]=[CH:21][CH:20]=1)=[O:4].[H-].[Na+].C(OCC)(=O)C. Product: [O:4]=[C:3]1[CH2:2][O:31][C:18]([C:25]2[CH:30]=[CH:29][CH:28]=[CH:27][CH:26]=2)([C:19]2[CH:24]=[CH:23][CH:22]=[CH:21][CH:20]=2)[CH:6]2[CH2:7][N:8]([C:11]([O:13][C:14]([CH3:17])([CH3:16])[CH3:15])=[O:12])[CH2:9][CH2:10][N:5]12. The catalyst class is: 7. (2) Reactant: [N+:1]([C:4]1[C:14]([N+]([O-])=O)=[CH:13][C:12]2[CH:11]3[CH2:18][CH:7]([CH2:8][N:9]([C:19](=[O:24])[C:20]([F:23])([F:22])[F:21])[CH2:10]3)[C:6]=2[CH:5]=1)([O-:3])=[O:2].C([O-])(=[O:27])C.[K+]. Product: [F:21][C:20]([F:23])([F:22])[C:19]([N:9]1[CH2:10][CH:11]2[CH2:18][CH:7]([C:6]3[CH:5]=[C:4]([N+:1]([O-:3])=[O:2])[C:14]([OH:27])=[CH:13][C:12]=32)[CH2:8]1)=[O:24]. The catalyst class is: 58. (3) Reactant: Br[C:2]1[C:3]([C:9]([O-:11])=[O:10])=[N:4][CH:5]=[C:6]([CH3:8])[CH:7]=1.[Li+].[Cl-].C([Sn](CCCC)(CCCC)[C:19]1[N:24]=[CH:23][CH:22]=[CH:21][N:20]=1)CCC.[C:33]1(C)C=CC=CC=1. Product: [CH3:8][C:6]1[CH:7]=[C:2]([C:19]2[N:24]=[CH:23][CH:22]=[CH:21][N:20]=2)[C:3]([C:9]([O:11][CH3:33])=[O:10])=[N:4][CH:5]=1. The catalyst class is: 257. (4) Reactant: O[C:2]1[CH:7]=[CH:6][C:5]([O:8][CH3:9])=[CH:4][C:3]=1[NH:10][C:11](=[O:18])[C:12]1[CH:17]=[CH:16][N:15]=[CH:14][CH:13]=1.C1(P(C2C=CC=CC=2)C2C=CC=CC=2)C=CC=CC=1.O1CCCC1.N(C(OCC)=O)=NC(OCC)=O. Product: [CH3:9][O:8][C:5]1[CH:6]=[CH:7][C:2]2[O:18][C:11]([C:12]3[CH:13]=[CH:14][N:15]=[CH:16][CH:17]=3)=[N:10][C:3]=2[CH:4]=1. The catalyst class is: 6. (5) Reactant: [CH2:1]1[O:5][C:4]2[CH:6]=[C:7]([OH:10])[CH:8]=[CH:9][C:3]=2[O:2]1.[C:11]([O-])(=[O:13])[CH3:12].[Na+]. Product: [OH:10][C:7]1[C:8]([C:11](=[O:13])[CH3:12])=[CH:9][C:3]2[O:2][CH2:1][O:5][C:4]=2[CH:6]=1. The catalyst class is: 152. (6) Reactant: Br[C:2]1[CH:3]=[CH:4][C:5]([F:9])=[C:6]([CH3:8])[CH:7]=1.[Li]CCCC.[B:15](OC(C)C)([O:20]C(C)C)[O:16]C(C)C. Product: [F:9][C:5]1[CH:4]=[CH:3][C:2]([B:15]([OH:20])[OH:16])=[CH:7][C:6]=1[CH3:8]. The catalyst class is: 1. (7) Reactant: [N:1]1[CH:6]=[CH:5][CH:4]=[CH:3][C:2]=1[CH2:7][C:8]([O:10][CH2:11][CH3:12])=[O:9].[H-].[Na+].Br[CH:16]1[CH2:20][CH2:19][CH2:18][CH2:17]1.O. Product: [CH:16]1([CH:7]([C:2]2[CH:3]=[CH:4][CH:5]=[CH:6][N:1]=2)[C:8]([O:10][CH2:11][CH3:12])=[O:9])[CH2:20][CH2:19][CH2:18][CH2:17]1. The catalyst class is: 3. (8) Reactant: [NH2:1][C:2]1([CH2:14][OH:15])[CH2:5][CH:4]([O:6][CH2:7][C:8]2[CH:13]=[CH:12][CH:11]=[CH:10][CH:9]=2)[CH2:3]1.[C:16](O[C:16]([O:18][C:19]([CH3:22])([CH3:21])[CH3:20])=[O:17])([O:18][C:19]([CH3:22])([CH3:21])[CH3:20])=[O:17].C(N(CC)CC)C. Product: [C:19]([O:18][C:16](=[O:17])[NH:1][C:2]1([CH2:14][OH:15])[CH2:3][CH:4]([O:6][CH2:7][C:8]2[CH:13]=[CH:12][CH:11]=[CH:10][CH:9]=2)[CH2:5]1)([CH3:22])([CH3:21])[CH3:20]. The catalyst class is: 4.